This data is from Catalyst prediction with 721,799 reactions and 888 catalyst types from USPTO. The task is: Predict which catalyst facilitates the given reaction. (1) Reactant: [NH2:1][C@H:2]([C:4]1[N:13]([CH:14]2[CH2:16][CH2:15]2)[C:12](=[O:17])[C:11]2[C:6](=[CH:7][CH:8]=[CH:9][C:10]=2[Cl:18])[N:5]=1)[CH3:3].Cl[C:20]1[N:25]=[CH:24][N:23]=[C:22]([NH2:26])[C:21]=1[C:27]1[N:31]=[C:30]([CH:32]([CH3:34])[CH3:33])[O:29][N:28]=1.CCN(C(C)C)C(C)C. Product: [NH2:26][C:22]1[N:23]=[CH:24][N:25]=[C:20]([NH:1][C@H:2]([C:4]2[N:13]([CH:14]3[CH2:16][CH2:15]3)[C:12](=[O:17])[C:11]3[C:6](=[CH:7][CH:8]=[CH:9][C:10]=3[Cl:18])[N:5]=2)[CH3:3])[C:21]=1[C:27]1[N:31]=[C:30]([CH:32]([CH3:34])[CH3:33])[O:29][N:28]=1. The catalyst class is: 114. (2) The catalyst class is: 2. Reactant: [NH2:1][C:2]1[CH:3]=[C:4]([CH2:8][C:9]([O:11][CH3:12])=[O:10])[CH:5]=[CH:6][CH:7]=1.[CH3:13]CN(C(C)C)C(C)C.Cl[C:23]([O:25][CH2:26][C:27]1[CH:32]=[CH:31][CH:30]=[CH:29][CH:28]=1)=[O:24]. Product: [CH2:12]([O:11][C:9](=[O:10])[CH2:8][C:4]1[CH:5]=[CH:6][CH:7]=[C:2]([NH:1][C:23]([O:25][CH2:26][C:27]2[CH:32]=[CH:31][CH:30]=[CH:29][CH:28]=2)=[O:24])[CH:3]=1)[CH3:13].